This data is from Full USPTO retrosynthesis dataset with 1.9M reactions from patents (1976-2016). The task is: Predict the reactants needed to synthesize the given product. (1) Given the product [N:27]1[CH:28]=[CH:29][N:30]2[CH:35]=[C:34]([C:2]3[N:11]=[C:10]([NH:12][CH2:13][CH:14]([C:21]4[CH:26]=[CH:25][CH:24]=[CH:23][CH:22]=4)[N:15]4[CH2:20][CH2:19][CH2:18][CH2:17][CH2:16]4)[C:9]4[C:4](=[CH:5][CH:6]=[CH:7][CH:8]=4)[N:3]=3)[CH:33]=[CH:32][C:31]=12, predict the reactants needed to synthesize it. The reactants are: Cl[C:2]1[N:11]=[C:10]([NH:12][CH2:13][CH:14]([C:21]2[CH:26]=[CH:25][CH:24]=[CH:23][CH:22]=2)[N:15]2[CH2:20][CH2:19][CH2:18][CH2:17][CH2:16]2)[C:9]2[C:4](=[CH:5][CH:6]=[CH:7][CH:8]=2)[N:3]=1.[N:27]1[CH:28]=[CH:29][N:30]2[CH:35]=[C:34](B(O)O)[CH:33]=[CH:32][C:31]=12.N1C=CN2C=C(C3N=C(NCC(C4C=CC=CC=4)C4NC=CC=4)C4C(=CC=CC=4)N=3)C=CC=12. (2) Given the product [CH2:1]([O:3][C:4]1[N:8]([CH2:9][C:10]2[CH:11]=[CH:12][C:13]([C:16]3[CH:21]=[CH:20][CH:19]=[CH:18][C:17]=3[C:22](=[N:24][OH:25])[NH2:23])=[CH:14][CH:15]=2)[C:7]2[C:26]([C:30]([O:32][CH2:40][C:41]3[O:42][C:43](=[O:47])[O:44][C:45]=3[CH3:46])=[O:31])=[CH:27][CH:28]=[CH:29][C:6]=2[N:5]=1)[CH3:2], predict the reactants needed to synthesize it. The reactants are: [CH2:1]([O:3][C:4]1[N:8]([CH2:9][C:10]2[CH:15]=[CH:14][C:13]([C:16]3[CH:21]=[CH:20][CH:19]=[CH:18][C:17]=3[C:22](=[N:24][OH:25])[NH2:23])=[CH:12][CH:11]=2)[C:7]2[C:26]([C:30]([OH:32])=[O:31])=[CH:27][CH:28]=[CH:29][C:6]=2[N:5]=1)[CH3:2].C(=O)([O-])[O-].[K+].[K+].Cl[CH2:40][C:41]1[O:42][C:43](=[O:47])[O:44][C:45]=1[CH3:46].C(=O)(O)[O-].[Na+]. (3) Given the product [C:1]([O:5][C:6]([N:8]1[CH2:13][CH2:12][N:11]([C:14]([C:16]2[C:24]3[C:19](=[CH:20][C:21]([C:41]#[N:42])=[CH:22][CH:23]=3)[N:18]([C:26]3[CH:31]=[CH:30][CH:29]=[CH:28][CH:27]=3)[C:17]=2[O:32][C:33]2[CH:38]=[C:37]([F:39])[CH:36]=[CH:35][C:34]=2[CH3:40])=[O:15])[CH2:10][CH2:9]1)=[O:7])([CH3:4])([CH3:3])[CH3:2], predict the reactants needed to synthesize it. The reactants are: [C:1]([O:5][C:6]([N:8]1[CH2:13][CH2:12][N:11]([C:14]([C:16]2[C:24]3[C:19](=[CH:20][C:21](Br)=[CH:22][CH:23]=3)[N:18]([C:26]3[CH:31]=[CH:30][CH:29]=[CH:28][CH:27]=3)[C:17]=2[O:32][C:33]2[CH:38]=[C:37]([F:39])[CH:36]=[CH:35][C:34]=2[CH3:40])=[O:15])[CH2:10][CH2:9]1)=[O:7])([CH3:4])([CH3:3])[CH3:2].[CH3:41][N:42](C=O)C. (4) The reactants are: [OH:1][C:2]1[C:3]([C:8]([NH2:10])=[O:9])=[N:4][CH:5]=[CH:6][CH:7]=1.Br[CH2:12][C:13]([O:15][CH2:16][CH3:17])=[O:14].C(=O)([O-])[O-].[K+].[K+]. Given the product [CH2:16]([O:15][C:13]([CH2:12][O:1][C:2]1[C:3]([C:8]([NH2:10])=[O:9])=[N:4][CH:5]=[CH:6][CH:7]=1)=[O:14])[CH3:17], predict the reactants needed to synthesize it.